This data is from Peptide-MHC class I binding affinity with 185,985 pairs from IEDB/IMGT. The task is: Regression. Given a peptide amino acid sequence and an MHC pseudo amino acid sequence, predict their binding affinity value. This is MHC class I binding data. The peptide sequence is RLLKCVSDSW. The MHC is Mamu-B17 with pseudo-sequence Mamu-B17. The binding affinity (normalized) is 0.487.